Dataset: Experimentally validated miRNA-target interactions with 360,000+ pairs, plus equal number of negative samples. Task: Binary Classification. Given a miRNA mature sequence and a target amino acid sequence, predict their likelihood of interaction. (1) The miRNA is hsa-miR-6512-3p with sequence UUCCAGCCCUUCUAAUGGUAGG. The protein sequence of the target gene is MSSAAEPPPPPPPESAPSKPAASIASGGSNSSNKGGPEGVAAQAVASAASAGPADAEMEEIFDDASPGKQKEIQEPDPTYEEKMQTDRANRFEYLLKQTELFAHFIQPAAQKTPTSPLKMKPGRPRIKKDEKQNLLSVGDYRHRRTEQEEDEELLTESSKATNVCTRFEDSPSYVKWGKLRDYQVRGLNWLISLYENGINGILADEMGLGKTLQTISLLGYMKHYRNIPGPHMVLVPKSTLHNWMSEFKRWVPTLRSVCLIGDKEQRAAFVRDVLLPGEWDVCVTSYEMLIKEKSVFKKF.... Result: 1 (interaction). (2) The miRNA is hsa-miR-6791-5p with sequence CCCCUGGGGCUGGGCAGGCGGA. The protein sequence of the target gene is MWLLVSVILISRISSVGGEAMFCDFPKINHGILYDEEKYKPFSQVPTGEVFYYSCEYNFVSPSKSFWTRITCAEEGWSPTPKCLRLCFFPFVENGHSESSGQTHLEGDTVQIICNTGYRLQNNENNISCVERGWSTPPKCRSTISAEKCGPPPPIDNGDITSFLLSVYAPGSSVEYQCQNLYQLEGNNQITCRNGQWSEPPKCLDPCVISQEIMEKYNIKLKWTNQQKLYSRTGDIVEFVCKSGYHPTKSHSFRAMCQNGKLVYPSCEEK. Result: 0 (no interaction). (3) The miRNA is hsa-miR-665 with sequence ACCAGGAGGCUGAGGCCCCU. The protein sequence of the target gene is MVSPVTVVKSEGPKLVPFFKATCVYFVLWLPSSSPSWVSTLIKCLPIFCLWLFLLAHGLGFLLAHPSATRIFVGLVFSAVGDAFLIWQDQGYFVHGLLMFAVTHMFYASAFGMQPLALRTGLVMAALSGLCYALLYPCLSGAFTYLVGVYVALIGFMGWRAMAGLRLAGADWRWTELAAGSGALFFIISDLTIALNKFCFPVPYSRALIMSTYYVAQMLVALSAVESREPVEHYRLTKAN. Result: 1 (interaction). (4) The miRNA is hsa-miR-2052 with sequence UGUUUUGAUAACAGUAAUGU. The protein sequence of the target gene is MDEMATTQISKDELDELKEAFAKVDLNSNGFICDYELHELFKEANMPLPGYKVREIIQKLMLDGDRNKDGKISFDEFVYIFQEVKSSDIAKTFRKAINRKEGICALGGTSELSSEGTQHSYSEEEKYAFVNWINKALENDPDCRHVIPMNPNTDDLFKAVGDGIVLCKMINLSVPDTIDERAINKKKLTPFIIQENLNLALNSASAIGCHVVNIGAEDLRAGKPHLVLGLLWQIIKIGLFADIELSRNEALAALLRDGETLEELMKLSPEELLLRWANFHLENSGWQKINNFSADIKDSK.... Result: 0 (no interaction). (5) The miRNA is rno-miR-30a-3p with sequence CUUUCAGUCGGAUGUUUGCAGC. The protein sequence of the target gene is MSAALLRRGLELLAASEAPRDPPGQAKPRGAPVKRPRKTKAIQAQKLRNSAKGKVPKSALDEYRKRECRDHLRVNLKFLTRTRSTVAESVSQQILRQNRGRKACDRPVAKTKKKKAEGTVFTEEDFQKFQQEYFGS. Result: 0 (no interaction). (6) The miRNA is cel-miR-2209a-3p with sequence AGAGAUCAGCGGUUACACUACA. The protein sequence of the target gene is MTLPVFFGCAFIAFGPAFALYLFTIATDPLRVIFLIAGAFFWLVSLLLSSMFWFLVRVITNNRDESVQNYLLIFGALLSVCIQELFRLAYYKLLKKASEGLKSINPEEDIAPSMRLLAYVSGLGFGIMSGVFSFVNTLSNSLGPGTVGIHGDSPQFFLNSAFMTLVVIMLHVFWGVVFFDGCEKNKWYTLLTVLLTHLVVSTQTFLSPYYEVNLVTAYIIMVLMGIWAFYVAGGSCRSLKFCLLCQDKDFLLYNQRSR. Result: 0 (no interaction). (7) The miRNA is hsa-miR-8087 with sequence GAAGACUUCUUGGAUUACAGGGG. The protein sequence of the target gene is MSEQSICQARAAVMVYDDANKKWVPAGGSTGFSRVHIYHHTGNNTFRVVGRKIQDHQVVINCAIPKGLKYNQATQTFHQWRDARQVYGLNFGSKEDANVFASAMMHALEVLNSQEAAQSKVTATQDSTNLRCIFCGPTLPRQNSQLPAQVQNGPSQEELEIQRRQLQEQQRQKELERERMERERLERERLERERLERERLEQEQLERQRQEREHVERLERERLERLERERQERERERLEQLEREQVEWERERRMSNAAPSSDSSLSSAPLPEYSSCQPPSAPPPSYAKVISAPVSDATPD.... Result: 0 (no interaction). (8) The miRNA is hsa-miR-4434 with sequence AGGAGAAGUAAAGUAGAA. The protein sequence of the target gene is MSVDEKPDSPMYVYESTVHCTNILLGLNDQRKKDILCDVTLIVERKEFRAHRAVLAACSEYFWQALVGQTKNDLVVSLPEEVTARGFGPLLQFAYTAKLLLSRENIREVIRCAEFLRMHNLEDSCFSFLQTQLLNSEDGLFVCRKDAACQRPHEDCENSAGEEEDEEEETMDSETAKMACPRDQMLPEPISFEAAAIPVAEKEEALLPEPDVPTDTKESSEKDALTQYPRYKKYQLACTKNVYNASSHSTSGFASTFREDNSSNSLKPGLARGQIKSEPPSEENEEESITLCLSGDEPDA.... Result: 1 (interaction).